From a dataset of Peptide-MHC class I binding affinity with 185,985 pairs from IEDB/IMGT. Regression. Given a peptide amino acid sequence and an MHC pseudo amino acid sequence, predict their binding affinity value. This is MHC class I binding data. The peptide sequence is FLPQIGGEAI. The MHC is HLA-A02:06 with pseudo-sequence HLA-A02:06. The binding affinity (normalized) is 0.786.